This data is from Forward reaction prediction with 1.9M reactions from USPTO patents (1976-2016). The task is: Predict the product of the given reaction. (1) The product is: [F:10][C:11]1[CH:28]=[CH:27][C:14]([CH2:15][C:16]2[C:25]3[C:20](=[CH:21][CH:22]=[CH:23][CH:24]=3)[C:19](=[O:26])[NH:18][N:17]=2)=[CH:13][C:12]=1[C:29]([N:31]1[CH2:32][CH2:33][CH:34]([O:1][C:2]2[CH:9]=[CH:8][C:5]([C:6]#[N:7])=[CH:4][CH:3]=2)[CH2:35][CH2:36]1)=[O:30]. Given the reactants [OH:1][C:2]1[CH:9]=[CH:8][C:5]([C:6]#[N:7])=[CH:4][CH:3]=1.[F:10][C:11]1[CH:28]=[CH:27][C:14]([CH2:15][C:16]2[C:25]3[C:20](=[CH:21][CH:22]=[CH:23][CH:24]=3)[C:19](=[O:26])[NH:18][N:17]=2)=[CH:13][C:12]=1[C:29]([N:31]1[CH2:36][CH2:35][CH:34](O)[CH2:33][CH2:32]1)=[O:30].C1(P(C2C=CC=CC=2)C2C=CC=CC=2)C=CC=CC=1.N(C(OC(C)(C)C)=O)=NC(OC(C)(C)C)=O, predict the reaction product. (2) Given the reactants CCCC[N+](CCCC)(CCCC)CCCC.[F-].[Si]([O:26][C@H:27]([C:73]1[CH:82]=[CH:81][C:80]([OH:83])=[C:79]2[C:74]=1[CH:75]=[CH:76][C:77](=[O:84])[NH:78]2)[CH2:28][NH:29][CH2:30][CH2:31][CH2:32][CH2:33][CH2:34][CH2:35][CH2:36][CH2:37][NH:38][C:39]([C:41]1[CH:42]=[C:43]([S:47]([C:50]2[CH:51]=[C:52]3[C:57](=[C:58]([CH3:60])[CH:59]=2)[N:56]=[CH:55][C:54]([C:61]([NH2:63])=[O:62])=[C:53]3[NH:64][C:65]2[CH:70]=[CH:69][CH:68]=[C:67]([O:71][CH3:72])[CH:66]=2)(=[O:49])=[O:48])[CH:44]=[CH:45][CH:46]=1)=[O:40])(C(C)(C)C)(C)C.C(O)(=O)C, predict the reaction product. The product is: [OH:26][C@H:27]([C:73]1[CH:82]=[CH:81][C:80]([OH:83])=[C:79]2[C:74]=1[CH:75]=[CH:76][C:77](=[O:84])[NH:78]2)[CH2:28][NH:29][CH2:30][CH2:31][CH2:32][CH2:33][CH2:34][CH2:35][CH2:36][CH2:37][NH:38][C:39]([C:41]1[CH:42]=[C:43]([S:47]([C:50]2[CH:51]=[C:52]3[C:57](=[C:58]([CH3:60])[CH:59]=2)[N:56]=[CH:55][C:54]([C:61]([NH2:63])=[O:62])=[C:53]3[NH:64][C:65]2[CH:70]=[CH:69][CH:68]=[C:67]([O:71][CH3:72])[CH:66]=2)(=[O:48])=[O:49])[CH:44]=[CH:45][CH:46]=1)=[O:40].